Dataset: Experimentally validated miRNA-target interactions with 360,000+ pairs, plus equal number of negative samples. Task: Binary Classification. Given a miRNA mature sequence and a target amino acid sequence, predict their likelihood of interaction. (1) The protein sequence of the target gene is MAAVALLRGAAVGRRSPAWHWRLSGTASHCLARGFGLLGSNPADGVAWTCFRLDGRALVRVRGPDAAPFLLGLSTNELPLSGPPTGAAQPSARAAYAHFLNVQGRTLYDVILYGLPECTEGAPSFLLECDSSVLGALQKHLSMYKIRRKVTVEPSPELHVWAVLPCVPQTSETAPLEERVEGTTMLIRDPRTARMGWRLLTQDDGPALVPRGQLGDLQDYHKYRYQQGIPEGVCDLPPGMALPLESNLVFMNGVSFTKGCYIGQELTARTHHTGVIRKRLFPVKLEGPLPASGVSPGAIV.... Result: 1 (interaction). The miRNA is mmu-miR-139-5p with sequence UCUACAGUGCACGUGUCUCCAG. (2) The miRNA is hsa-miR-9500 with sequence AAGGGAAGAUGGUGACCAC. The protein sequence of the target gene is MLLLGLLQAGGSVLGQAMEKVTGGNLLSMLLIACAFTLSLVYLIRLAAGHLVQLPAGVKSPPYIFSPIPFLGHAIAFGKSPIEFLENAYEKYGPVFSFTMVGKTFTYLLGSDAAALLFNSKNEDLNAEDVYSRLTTPVFGKGVAYDVPNPVFLEQKKMLKSGLNIAHFKQHVSIIEKETKEYFESWGESGEKNVFEALSELIILTASHCLHGKEIRSQLNEKVAQLYADLDGGFSHAAWLLPGWLPLPSFRRRDRAHREIKDIFYKAIQKRRQSQEKIDDILQTLLDATYKDGRPLTDDE.... Result: 1 (interaction). (3) The miRNA is hsa-miR-4730 with sequence CUGGCGGAGCCCAUUCCAUGCCA. The protein sequence of the target gene is MRGEQGAAGARVLQFTNCRILRGGKLLREDLWVRGGRILDPEKLFFEERRVADERRDCGGRILAPGFIDVQINGGFGVDFSQATEDVGSGVALVARRILSHGVTSFCPTLVTSPPEVYHKVVPQIPVKSGGPHGAGVLGLHLEGPFISREKRGAHPEAHLRSFEADAFQDLLATYGPLDNVRIVTLAPELGRSHEVIRALTARGICVSLGHSVADLRAAEDAVWSGATFITHLFNAMLPFHHRDPGIVGLLTSDRLPAGRCIFYGMIADGTHTNPAALRIAHRAHPQGLVLVTDAIPALG.... Result: 0 (no interaction). (4) The miRNA is hsa-miR-26b-5p with sequence UUCAAGUAAUUCAGGAUAGGU. The protein sequence of the target gene is MNYMPGTASLIEDIDKKHLVLLRDGRTLIGFLRSIDQFANLVLHQTVERIHVGKKYGDIPRGIFVVRGENVVLLGEIDLEKESDTPLQQVSIEEILEEQRVEQQTKLEAEKLKVQALKDRGLSIPRADTLDEY. Result: 1 (interaction). (5) The miRNA is hsa-miR-4732-3p with sequence GCCCUGACCUGUCCUGUUCUG. The protein sequence of the target gene is MRPQDSTGVAELQEPGLPLTDDAPPGATEEPAAAEAAGAPDRGRCWLCLSSPCCSRTEPEAKKKAPCPGLGLFYTLLSAFLFSVGSLFVKKVQDVHAVEISAFRCVFQMLVVIPCLIYRKTGFIGPKGQRIFLILRGVLGSTAMMLIYYAYQTMSLADATVITFSSPVFTSIFAWICLKEKYSPWDALFTVFTITGVILIVRPPFLFGSDTSGMEESYSGHLKGTFAAIGSAVFAASTLVILRKMGKSVDYFLSIWYYVVLGLVESVIILSVLGEWSLPYCGLDRLFLIFIGLFGLGGQI.... Result: 1 (interaction). (6) The miRNA is hsa-miR-8055 with sequence CUUUGAGCACAUGAGCAGACGGA. The protein sequence of the target gene is MRRAALRLCALGKGQLTPGRGLTQGPQNPKKQGIFHIHEVRDKLREIVGASTNWRDHVKAMEERKLLHSFLAKSQDGLPPRRMKDSYIEVLLPLGSEPELREKYLTVQNTVRFGRILEDLDSLGVLICYMHNKIHSAKMSPLSIVTALVDKIDMCKKSLSPEQDIKFSGHVSWVGKTSMEVKMQMFQLHGDEFCPVLDATFVMVARDSENKGPAFVNPLIPESPEEEELFRQGELNKGRRIAFSSTSLLKMAPSAEERTTIHEMFLSTLDPKTISFRSRVLPSNAVWMENSKLKSLEICH.... Result: 1 (interaction). (7) The miRNA is hsa-miR-660-3p with sequence ACCUCCUGUGUGCAUGGAUUA. The protein sequence of the target gene is MAAGRLLLYTGLSLALCALGMLAVAICSDHWYETDARKHRDRCKAFNTRRVDPGFIYNNNNNLPLRASRSRLDRWEGKLLRARNRRQLFAMSPADECSRQYNSTNMGLWRKCHRQGFDPEIAALIRKGEIERCTYIKYHYSSATIPRNLTFNITKTIRQDEWHALHLRRMTAGFMGMAVAIILFGWIIGVLGCCWDRGLMQYVAGLLFLMGGTFCIISLCTCVAGINFELSRYPRYLYGLPDDISHGYGWSMFCAWGGLGLTLISGFFCTLAPSVQPVPRTNYPKSRPENGTVC. Result: 1 (interaction). (8) The miRNA is cel-miR-78 with sequence UGGAGGCCUGGUUGUUUGUGC. The protein sequence of the target gene is MEGGGGIPLETLKEESQSRHVLPASFEVNSLQKSNWGFLLTGLVGGTLVAVYAVATPFVTPALRKVCLPFVPATTKQIENVVKMLRCRRGSLVDIGSGDGRIVIAAAKKGFTAVGYELNPWLVWYSRYRAWREGVHGSAKFYISDLWKVTFSQYSNVVIFGVPQMMLQLEKKLERELEDDARVIACRFPFPHWTPDHVTGEGIDTVWAYDASTFRGREKRPCTSMHFQLPIQA. Result: 0 (no interaction). (9) The miRNA is hsa-miR-6125 with sequence GCGGAAGGCGGAGCGGCGGA. The protein sequence of the target gene is MDDPRYGMCPLKGASGCPGAERSLLVQSYFEKGPLTFRDVAIEFSLEEWQCLDSAQQGLYRKVMLENYRNLVFLAGIALTKPDLITCLEQGKEPWNIKRHEMVAKPPVICSHFPQDLWAEQDIKDSFQEAILKKYGKYGHDNLQLQKGCKSVDECKVHKEHDNKLNQCLITTQSNIFQCDPSAKVFHTFSNSNRHKIRHTRKKPFKCKKCEKSFCMLLHLTQHKRFHITENSYQCKDCGKAFNWFSTLTTHRRIHTGEKPYKCEECGKAFNRSSHLTTHKIIHTGEKPYRCEECGKAFNR.... Result: 0 (no interaction).